Dataset: NCI-60 drug combinations with 297,098 pairs across 59 cell lines. Task: Regression. Given two drug SMILES strings and cell line genomic features, predict the synergy score measuring deviation from expected non-interaction effect. (1) Drug 1: CC1=C(C(=CC=C1)Cl)NC(=O)C2=CN=C(S2)NC3=CC(=NC(=N3)C)N4CCN(CC4)CCO. Drug 2: C1CN(P(=O)(OC1)NCCCl)CCCl. Cell line: HCT116. Synergy scores: CSS=4.52, Synergy_ZIP=-4.13, Synergy_Bliss=-6.76, Synergy_Loewe=-17.2, Synergy_HSA=-9.41. (2) Synergy scores: CSS=20.8, Synergy_ZIP=-5.06, Synergy_Bliss=-3.16, Synergy_Loewe=-75.9, Synergy_HSA=-2.61. Cell line: UO-31. Drug 2: C(CCl)NC(=O)N(CCCl)N=O. Drug 1: CCC1(C2=C(COC1=O)C(=O)N3CC4=CC5=C(C=CC(=C5CN(C)C)O)N=C4C3=C2)O.Cl. (3) Drug 1: CC1=CC=C(C=C1)C2=CC(=NN2C3=CC=C(C=C3)S(=O)(=O)N)C(F)(F)F. Cell line: COLO 205. Drug 2: CC1=C(C=C(C=C1)NC(=O)C2=CC=C(C=C2)CN3CCN(CC3)C)NC4=NC=CC(=N4)C5=CN=CC=C5. Synergy scores: CSS=1.96, Synergy_ZIP=-2.41, Synergy_Bliss=-5.01, Synergy_Loewe=-4.07, Synergy_HSA=-3.44.